Dataset: Forward reaction prediction with 1.9M reactions from USPTO patents (1976-2016). Task: Predict the product of the given reaction. (1) Given the reactants Br[C:2]1[CH:3]=[CH:4][C:5]2[C:6](=[O:23])[N:7]([C:16]3[CH:21]=[CH:20][C:19]([CH3:22])=[CH:18][CH:17]=3)[C:8](=[O:15])[C:9]3[C:14]=2[C:13]=1[CH:12]=[CH:11][CH:10]=3.[OH-].[Na+].[CH2:26]([OH:29])[CH2:27][OH:28], predict the reaction product. The product is: [OH:28][CH2:27][CH2:26][O:29][C:2]1[CH:3]=[CH:4][C:5]2[C:6](=[O:23])[N:7]([C:16]3[CH:21]=[CH:20][C:19]([CH3:22])=[CH:18][CH:17]=3)[C:8](=[O:15])[C:9]3[C:14]=2[C:13]=1[CH:12]=[CH:11][CH:10]=3. (2) Given the reactants [CH:1]([Li])([CH2:3][CH3:4])[CH3:2].[F:6][C:7]1[C:16]2[C:11](=[CH:12][CH:13]=[CH:14][CH:15]=2)[CH:10]=[CH:9][C:8]=1[C:17]([OH:19])=[O:18].[CH3:20][O:21][C:22]1[C:31]2[C:26](=[CH:27][CH:28]=[CH:29][CH:30]=2)[CH:25]=[CH:24][C:23]=1[C:32]([OH:34])=[O:33].Cl, predict the reaction product. The product is: [CH:1]([C:7]1[C:16]2[C:11](=[CH:12][CH:13]=[CH:14][CH:15]=2)[CH:10]=[CH:9][C:8]=1[C:17]([OH:19])=[O:18])([CH2:3][CH3:4])[CH3:2].[F:6][C:7]1[C:16]2[C:11](=[CH:12][CH:13]=[CH:14][CH:15]=2)[CH:10]=[CH:9][C:8]=1[C:17]([OH:19])=[O:18].[CH3:20][O:21][C:22]1[C:31]2[C:26](=[CH:27][CH:28]=[CH:29][CH:30]=2)[CH:25]=[CH:24][C:23]=1[C:32]([OH:34])=[O:33]. (3) Given the reactants [Cl:1][C:2]1[CH:3]=[N:4][CH:5]=[CH:6][C:7]=1[C:8]1[N:13]=[C:12]([N:14]2[CH2:19][CH2:18][CH:17]([NH2:20])[CH2:16][CH2:15]2)[CH:11]=[N:10][C:9]=1[C:21]1[CH:26]=[CH:25][C:24]([C:27]([F:30])([F:29])[F:28])=[CH:23][N:22]=1.[C:31](OC(=O)C)(=[O:33])[CH3:32], predict the reaction product. The product is: [Cl:1][C:2]1[CH:3]=[N:4][CH:5]=[CH:6][C:7]=1[C:8]1[N:13]=[C:12]([N:14]2[CH2:15][CH2:16][CH:17]([NH:20][C:31](=[O:33])[CH3:32])[CH2:18][CH2:19]2)[CH:11]=[N:10][C:9]=1[C:21]1[CH:26]=[CH:25][C:24]([C:27]([F:28])([F:29])[F:30])=[CH:23][N:22]=1.